From a dataset of NCI-60 drug combinations with 297,098 pairs across 59 cell lines. Regression. Given two drug SMILES strings and cell line genomic features, predict the synergy score measuring deviation from expected non-interaction effect. (1) Drug 1: C1=NC2=C(N=C(N=C2N1C3C(C(C(O3)CO)O)O)F)N. Drug 2: C1=CC=C(C(=C1)C(C2=CC=C(C=C2)Cl)C(Cl)Cl)Cl. Cell line: HOP-62. Synergy scores: CSS=17.7, Synergy_ZIP=-0.389, Synergy_Bliss=4.41, Synergy_Loewe=0.361, Synergy_HSA=6.06. (2) Drug 1: CCCS(=O)(=O)NC1=C(C(=C(C=C1)F)C(=O)C2=CNC3=C2C=C(C=N3)C4=CC=C(C=C4)Cl)F. Drug 2: C1CN(P(=O)(OC1)NCCCl)CCCl. Cell line: IGROV1. Synergy scores: CSS=8.52, Synergy_ZIP=-1.19, Synergy_Bliss=1.04, Synergy_Loewe=-0.524, Synergy_HSA=-0.153.